This data is from Full USPTO retrosynthesis dataset with 1.9M reactions from patents (1976-2016). The task is: Predict the reactants needed to synthesize the given product. Given the product [CH2:35]([O:34][C:32]([C:29]1([OH:42])[CH2:30][CH2:31][N:26]([C:24]([O:23][C:19]([CH3:22])([CH3:21])[CH3:20])=[O:25])[CH2:27][CH2:28]1)=[O:33])[CH3:36], predict the reactants needed to synthesize it. The reactants are: C(NC(C)C)(C)C.[Li]CCCC.CCCCCC.[C:19]([O:23][C:24]([N:26]1[CH2:31][CH2:30][CH:29]([C:32]([O:34][CH2:35][CH3:36])=[O:33])[CH2:28][CH2:27]1)=[O:25])([CH3:22])([CH3:21])[CH3:20].[NH4+].[Cl-].C1C[O:42]CC1.